This data is from Forward reaction prediction with 1.9M reactions from USPTO patents (1976-2016). The task is: Predict the product of the given reaction. (1) Given the reactants CN(C)C=O.[OH:6][C:7]1[CH:8]=[C:9]([CH:22]=[CH:23][CH:24]=1)[C:10]([O:12][CH2:13][CH2:14][O:15][C:16]1[CH:21]=[CH:20][CH:19]=[CH:18][CH:17]=1)=[O:11].[C:25]([Si:29](Cl)([CH3:31])[CH3:30])([CH3:28])([CH3:27])[CH3:26].N1C=CN=C1, predict the reaction product. The product is: [O:6]([C:7]1[CH:8]=[C:9]([CH:22]=[CH:23][CH:24]=1)[C:10]([O:12][CH2:13][CH2:14][O:15][C:16]1[CH:17]=[CH:18][CH:19]=[CH:20][CH:21]=1)=[O:11])[Si:29]([C:25]([CH3:28])([CH3:27])[CH3:26])([CH3:31])[CH3:30]. (2) Given the reactants CC([O-])(C)C.[K+].[C:7](#[N:9])[CH3:8].[OH:10][C:11]1[CH:12]=[C:13]([CH:16]=[CH:17][CH:18]=1)[CH:14]=[O:15], predict the reaction product. The product is: [OH:15][CH:14]([C:13]1[CH:16]=[CH:17][CH:18]=[C:11]([OH:10])[CH:12]=1)[CH2:8][C:7]#[N:9]. (3) Given the reactants [C:1]([OH:5])(=[O:4])[CH:2]=[O:3].[C:6]([C:10]1[CH:15]=[C:14]([CH3:16])[CH:13]=[C:12]([CH3:17])[CH:11]=1)([CH3:9])([CH3:8])[CH3:7].S(=O)(=O)(O)O, predict the reaction product. The product is: [C:1]([OH:5])(=[O:4])[CH3:2].[C:6]([C:10]1[CH:11]=[C:12]([CH3:17])[C:13]([CH:2]([OH:3])[C:1]([OH:5])=[O:4])=[C:14]([CH3:16])[CH:15]=1)([CH3:9])([CH3:8])[CH3:7]. (4) Given the reactants [CH3:1][C:2]1[C:6]([CH2:7][N:8]2[CH:12]=[C:11]([N:13]3[C:17](=[O:18])[C:16]([CH3:20])([CH3:19])[NH:15][C:14]3=[O:21])[CH:10]=[N:9]2)=[C:5]([CH3:22])[O:4][N:3]=1.Cl[CH2:24][C:25]1[CH:30]=[CH:29][C:28]([F:31])=[C:27]([O:32][CH3:33])[CH:26]=1, predict the reaction product. The product is: [CH3:1][C:2]1[C:6]([CH2:7][N:8]2[CH:12]=[C:11]([N:13]3[C:17](=[O:18])[C:16]([CH3:19])([CH3:20])[N:15]([CH2:24][C:25]4[CH:30]=[CH:29][C:28]([F:31])=[C:27]([O:32][CH3:33])[CH:26]=4)[C:14]3=[O:21])[CH:10]=[N:9]2)=[C:5]([CH3:22])[O:4][N:3]=1. (5) Given the reactants C(O[C:6](=[O:19])[NH:7][C:8]1[C:17]2[C:12](=[CH:13][CH:14]=[CH:15][CH:16]=2)[C:11]([OH:18])=[CH:10][CH:9]=1)(C)(C)C.[F:20][C:21]1[CH:22]=[C:23]([CH:27]=[C:28]([N:30]2[CH2:35][CH2:34][CH2:33][CH2:32][CH2:31]2)[CH:29]=1)C(O)=O.[O:36]1[CH:40]=[CH:39][C:38]([CH2:41]O)=[CH:37]1, predict the reaction product. The product is: [F:20][C:21]1[CH:22]=[C:23]([CH:27]=[C:28]([N:30]2[CH2:31][CH2:32][CH2:33][CH2:34][CH2:35]2)[CH:29]=1)[C:6]([NH:7][C:8]1[C:17]2[C:12](=[CH:13][CH:14]=[CH:15][CH:16]=2)[C:11]([O:18][CH2:41][C:38]2[CH:39]=[CH:40][O:36][CH:37]=2)=[CH:10][CH:9]=1)=[O:19]. (6) Given the reactants [N+:1]([C:4]1[CH:9]=[CH:8][C:7]([CH2:10][CH2:11][N:12]2[CH2:17][CH2:16][NH:15][CH2:14][C:13]2=[O:18])=[CH:6][CH:5]=1)([O-:3])=[O:2].[N+:19]([C:22]1[CH:31]=[CH:30][C:29]([CH2:32][CH:33]=O)=[CH:28][C:23]=1[C:24]([O:26][CH3:27])=[O:25])([O-:21])=[O:20], predict the reaction product. The product is: [N+:19]([C:22]1[CH:31]=[CH:30][C:29]([CH2:32][CH2:33][N:15]2[CH2:16][CH2:17][N:12]([CH2:11][CH2:10][C:7]3[CH:8]=[CH:9][C:4]([N+:1]([O-:3])=[O:2])=[CH:5][CH:6]=3)[C:13](=[O:18])[CH2:14]2)=[CH:28][C:23]=1[C:24]([O:26][CH3:27])=[O:25])([O-:21])=[O:20].